This data is from Reaction yield outcomes from USPTO patents with 853,638 reactions. The task is: Predict the reaction yield, written as a fraction of the theoretical maximum amount of product (1.0 means a 100% yield; for example, 0.34 means a 34% yield). (1) The reactants are [CH3:1][O:2][C:3]([C:5]1[C:13]2[C:8](=[CH:9][C:10]([Cl:14])=[CH:11][CH:12]=2)[NH:7][N:6]=1)=[O:4].[O:15]1[CH:20]=[CH:19][CH2:18][CH2:17][CH2:16]1.C([O-])(O)=O.[Na+]. The catalyst is CC#N.C1(C)C=CC(S(O)(=O)=O)=CC=1. The product is [CH3:1][O:2][C:3]([C:5]1[C:13]2[C:8](=[CH:9][C:10]([Cl:14])=[CH:11][CH:12]=2)[N:7]([CH:16]2[CH2:17][CH2:18][CH2:19][CH2:20][O:15]2)[N:6]=1)=[O:4]. The yield is 0.660. (2) The reactants are [CH3:1][N:2]([CH3:31])[C:3]1([C:25]2[CH:30]=[CH:29][CH:28]=[CH:27][CH:26]=2)[CH2:8][CH2:7][CH:6]([CH2:9][C:10]([NH:12][CH2:13][CH2:14][CH2:15][C:16]2[C:24]3[C:19](=[CH:20][CH:21]=[CH:22][CH:23]=3)[NH:18][CH:17]=2)=[O:11])[CH2:5][CH2:4]1.[Cl:32][Si](C)(C)C. The catalyst is CC(CC)=O. The product is [ClH:32].[CH3:31][N:2]([CH3:1])[C:3]1([C:25]2[CH:30]=[CH:29][CH:28]=[CH:27][CH:26]=2)[CH2:8][CH2:7][CH:6]([CH2:9][C:10]([NH:12][CH2:13][CH2:14][CH2:15][C:16]2[C:24]3[C:19](=[CH:20][CH:21]=[CH:22][CH:23]=3)[NH:18][CH:17]=2)=[O:11])[CH2:5][CH2:4]1. The yield is 0.650. (3) The reactants are B.[C:2]1([S:8]([N:11]2[CH2:16][CH:15]([C:17]3[CH:18]=[C:19]([C:23]4[CH:28]=[CH:27][CH:26]=[C:25]([S:29]([CH3:32])(=[O:31])=[O:30])[CH:24]=4)[CH:20]=[CH:21][CH:22]=3)[N:14]([C:33]3[CH:38]=[CH:37][CH:36]=[CH:35][CH:34]=3)[C:13](=O)[CH2:12]2)(=[O:10])=[O:9])[CH:7]=[CH:6][CH:5]=[CH:4][CH:3]=1.OP([O-])(O)=O.[K+].C(=O)(O)[O-].[Na+]. The catalyst is C1COCC1.C(OCC)(=O)C. The product is [C:2]1([S:8]([N:11]2[CH2:12][CH2:13][N:14]([C:33]3[CH:34]=[CH:35][CH:36]=[CH:37][CH:38]=3)[CH:15]([C:17]3[CH:18]=[C:19]([C:23]4[CH:28]=[CH:27][CH:26]=[C:25]([S:29]([CH3:32])(=[O:31])=[O:30])[CH:24]=4)[CH:20]=[CH:21][CH:22]=3)[CH2:16]2)(=[O:9])=[O:10])[CH:3]=[CH:4][CH:5]=[CH:6][CH:7]=1. The yield is 0.290. (4) The reactants are [CH:1]1([CH2:4][N:5]2[C:13]3[C:8](=[CH:9][C:10]([N+:14]([O-])=O)=[CH:11][CH:12]=3)[CH2:7][C:6]2=[O:17])[CH2:3][CH2:2]1.[Cl-].[NH4+]. The catalyst is C(O)C.O.ClCCl.[Fe]. The product is [NH2:14][C:10]1[CH:9]=[C:8]2[C:13](=[CH:12][CH:11]=1)[N:5]([CH2:4][CH:1]1[CH2:3][CH2:2]1)[C:6](=[O:17])[CH2:7]2. The yield is 0.960. (5) The reactants are CC(C[AlH]CC(C)C)C.C[O:11][C:12](=O)[C:13]([CH3:22])([CH3:21])[CH2:14][O:15][CH:16]1[CH2:20][CH2:19][O:18][CH2:17]1.Cl. The catalyst is ClCCl. The product is [CH3:21][C:13]([CH3:22])([CH2:14][O:15][CH:16]1[CH2:20][CH2:19][O:18][CH2:17]1)[CH2:12][OH:11]. The yield is 0.820. (6) The reactants are [NH2:1][C:2]1[C:11]2[C:6](=[CH:7][CH:8]=[CH:9][CH:10]=2)[C:5]([C:12]2[CH:13]=[CH:14][C:15]([CH2:19][C:20]3[CH:21]=NC=[CH:24][CH:25]=3)=[C:16]([OH:18])[CH:17]=2)=[CH:4][CH:3]=1.CC(C)([O-:29])C.[K+]. The catalyst is C(O)(C)(C)C. The product is [NH2:1][C:2]1[C:11]2[C:6](=[CH:7][CH:8]=[CH:9][CH:10]=2)[C:5]([C:12]2[CH:13]=[CH:14][C:15]([CH2:19][CH:20]3[CH2:25][CH2:24][O:29][CH2:21]3)=[C:16]([OH:18])[CH:17]=2)=[CH:4][CH:3]=1. The yield is 0.190. (7) The reactants are Cl[C:2]([O:4][CH:5]([CH3:7])[CH3:6])=[O:3].N1C=CC=CC=1.[CH2:14]([OH:17])[CH2:15][OH:16]. The catalyst is C(Cl)Cl. The product is [C:2](=[O:3])([O:4][CH:5]([CH3:7])[CH3:6])[O:16][CH2:15][CH2:14][OH:17]. The yield is 0.420. (8) The reactants are [CH3:1][O:2][C:3]1[CH:11]=[C:10]2[C:6]([CH2:7][CH2:8]/[C:9]/2=[N:12]\[OH:13])=[CH:5][CH:4]=1.CCN(CC)CC.[CH3:21][S:22](Cl)(=[O:24])=[O:23]. The catalyst is C(Cl)Cl.CN(C1C=CN=CC=1)C. The product is [CH3:21][S:22]([O:13]/[N:12]=[C:9]1\[CH2:8][CH2:7][C:6]2[C:10]\1=[CH:11][C:3]([O:2][CH3:1])=[CH:4][CH:5]=2)(=[O:24])=[O:23]. The yield is 0.820.